This data is from Full USPTO retrosynthesis dataset with 1.9M reactions from patents (1976-2016). The task is: Predict the reactants needed to synthesize the given product. (1) Given the product [Br:13][CH2:14][CH2:15][CH2:16][O:10][C:6]1[CH:5]=[C:4]([CH:9]=[CH:8][CH:7]=1)[N:3]([CH2:1][CH3:2])[CH2:11][CH3:12], predict the reactants needed to synthesize it. The reactants are: [CH2:1]([N:3]([CH2:11][CH3:12])[C:4]1[CH:5]=[C:6]([OH:10])[CH:7]=[CH:8][CH:9]=1)[CH3:2].[Br:13][CH2:14][CH2:15][CH2:16]Br.C([O-])([O-])=O.[Cs+].[Cs+]. (2) Given the product [Br:3][C:4]1[CH:11]=[C:8]([OH:1])[C:7]([OH:12])=[C:6]([F:13])[CH:5]=1, predict the reactants needed to synthesize it. The reactants are: [OH-:1].[Na+].[Br:3][C:4]1[CH:5]=[C:6]([F:13])[C:7]([OH:12])=[C:8]([CH:11]=1)C=O.OO. (3) Given the product [P:52]([O-:60])([O:1][CH2:2][C:3]([O:5][C@:6]([C:35]1[CH:40]=[CH:39][C:38]([F:41])=[CH:37][C:36]=1[F:42])([CH2:29][N:30]1[CH:34]=[N:33][CH:32]=[N:31]1)[C@H:7]([S:9][C@@H:10]1[CH2:11][O:12][C@@H:13](/[CH:16]=[CH:17]/[CH:18]=[CH:19]/[C:20]2[CH:25]=[CH:24][C:23]([C:26]#[N:27])=[CH:22][C:21]=2[F:28])[O:14][CH2:15]1)[CH3:8])=[O:4])([OH:68])=[O:51].[Na+:74], predict the reactants needed to synthesize it. The reactants are: [OH:1][CH2:2][C:3]([O:5][C@:6]([C:35]1[CH:40]=[CH:39][C:38]([F:41])=[CH:37][C:36]=1[F:42])([CH2:29][N:30]1[CH:34]=[N:33][CH:32]=[N:31]1)[C@H:7]([S:9][C@@H:10]1[CH2:15][O:14][C@@H:13](/[CH:16]=[CH:17]/[CH:18]=[CH:19]/[C:20]2[CH:25]=[CH:24][C:23]([C:26]#[N:27])=[CH:22][C:21]=2[F:28])[O:12][CH2:11]1)[CH3:8])=[O:4].N1C=NN=N1.C([O:51][P:52]([O:60]CC=C)N(C(C)C)C(C)C)C=C.C([O:68]O)(C)(C)C.C(=O)([O-])O.[Na+:74].S([O-])([O-])(=O)=S.[Na+].[Na+]. (4) Given the product [CH3:1][N:2]1[CH2:7][CH2:6][C:5]([C:8]2[CH:9]=[CH:10][CH:11]=[CH:12][CH:13]=2)([CH:42]([O:43][CH:44]=[CH2:46])[C:41]2[C:7]3[C:32](=[CH:3][CH:4]=[CH:5][CH:6]=3)[CH:28]=[CH:29][CH:30]=2)[CH2:4][CH2:3]1, predict the reactants needed to synthesize it. The reactants are: [CH3:1][N:2]1[CH2:7][CH2:6][C:5](COC(C2C3C(=CC=CC=3)C=CC=2)=O)([C:8]2[CH:13]=[CH:12][CH:11]=[CH:10][CH:9]=2)[CH2:4][CH2:3]1.[CH2:28]1[CH2:32]O[CH2:30][CH2:29]1.[OH-].[Na+].[O-]S([O-])(=O)=O.[Mg+2].[CH3:41][CH2:42][O:43][C:44]([CH3:46])=O.